From a dataset of Reaction yield outcomes from USPTO patents with 853,638 reactions. Predict the reaction yield, written as a fraction of the theoretical maximum amount of product (1.0 means a 100% yield; for example, 0.34 means a 34% yield). (1) The reactants are [CH3:1][O:2][C:3]1[CH:12]=[CH:11][C:10]([N+:13]([O-:15])=[O:14])=[C:9]2[C:4]=1[CH2:5][CH2:6][CH:7]([C:16]([OH:18])=O)[CH2:8]2.S(Cl)(Cl)=O.[O:23]1[CH2:28][CH2:27][N:26]([C:29]2[CH:35]=[CH:34][C:32]([NH2:33])=[CH:31][CH:30]=2)[CH2:25][CH2:24]1.C(N(CC)CC)C. The catalyst is C(Cl)Cl.O.C1(C)C=CC=CC=1. The product is [O:23]1[CH2:24][CH2:25][N:26]([C:29]2[CH:30]=[CH:31][C:32]([NH:33][C:16]([CH:7]3[CH2:6][CH2:5][C:4]4[C:9](=[C:10]([N+:13]([O-:15])=[O:14])[CH:11]=[CH:12][C:3]=4[O:2][CH3:1])[CH2:8]3)=[O:18])=[CH:34][CH:35]=2)[CH2:27][CH2:28]1. The yield is 0.900. (2) The reactants are C(OP([CH2:9][C:10]([O:12][CH2:13][CH3:14])=[O:11])(OCC)=O)C.[O-]CC.[Na+].[CH2:19]([O:26][C:27]1[CH:32]=[C:31]([O:33][CH2:34][CH2:35][O:36][CH3:37])[CH:30]=[CH:29][C:28]=1[C:38](=O)[CH3:39])[C:20]1[CH:25]=[CH:24][CH:23]=[CH:22][CH:21]=1.[Cl-].[NH4+]. The catalyst is C(O)C.C1(C)C=CC=CC=1. The product is [CH2:19]([O:26][C:27]1[CH:32]=[C:31]([O:33][CH2:34][CH2:35][O:36][CH3:37])[CH:30]=[CH:29][C:28]=1/[C:38](/[CH3:39])=[CH:9]/[C:10]([O:12][CH2:13][CH3:14])=[O:11])[C:20]1[CH:21]=[CH:22][CH:23]=[CH:24][CH:25]=1. The yield is 0.720.